This data is from Peptide-MHC class II binding affinity with 134,281 pairs from IEDB. The task is: Regression. Given a peptide amino acid sequence and an MHC pseudo amino acid sequence, predict their binding affinity value. This is MHC class II binding data. (1) The MHC is HLA-DQA10102-DQB10602 with pseudo-sequence HLA-DQA10102-DQB10602. The peptide sequence is SKGGMRNVFDEVIPT. The binding affinity (normalized) is 0.139. (2) The peptide sequence is GMFTNRSGSQ. The MHC is HLA-DQA10501-DQB10201 with pseudo-sequence HLA-DQA10501-DQB10201. The binding affinity (normalized) is 0. (3) The peptide sequence is DVLFRLENHAETLRA. The MHC is HLA-DPA10201-DPB10101 with pseudo-sequence HLA-DPA10201-DPB10101. The binding affinity (normalized) is 0.495. (4) The peptide sequence is TFHVEKGSNPNYLALLVKYVNGDGD. The MHC is DRB1_1201 with pseudo-sequence DRB1_1201. The binding affinity (normalized) is 0.585. (5) The peptide sequence is KRVSNVIIHGLHLYG. The MHC is DRB1_1201 with pseudo-sequence DRB1_1201. The binding affinity (normalized) is 0.604. (6) The peptide sequence is YGKFLANVSTVLTGK. The MHC is DRB1_0404 with pseudo-sequence DRB1_0404. The binding affinity (normalized) is 0.392. (7) The peptide sequence is KQTLIAIHTLAIRYA. The MHC is DRB1_0301 with pseudo-sequence DRB1_0301. The binding affinity (normalized) is 0.581. (8) The peptide sequence is QWHKEGSSIGKLFTQ. The MHC is DRB4_0103 with pseudo-sequence DRB4_0103. The binding affinity (normalized) is 0.